Dataset: Forward reaction prediction with 1.9M reactions from USPTO patents (1976-2016). Task: Predict the product of the given reaction. (1) Given the reactants [Cl:1][C:2]1[CH:7]=[CH:6][CH:5]=[C:4]([Cl:8])[C:3]=1[N:9]1[C:13]([CH2:14][O:15][C:16]2[N:21]=[C:20]([C:22](F)(F)F)[C:19]([NH2:26])=[CH:18][CH:17]=2)=[C:12]([CH:27]([CH3:29])[CH3:28])[N:11]=[N:10]1.N1C=CC=CC=1.[CH3:36][O:37][C:38](=[O:49])[C:39]1[CH:44]=[CH:43][C:42]([S:45](Cl)(=[O:47])=[O:46])=[CH:41][CH:40]=1, predict the reaction product. The product is: [CH3:36][O:37][C:38](=[O:49])[C:39]1[CH:40]=[CH:41][C:42]([S:45](=[O:46])(=[O:47])[NH:26][C:19]2[C:20]([CH3:22])=[N:21][C:16]([O:15][CH2:14][C:13]3[N:9]([C:3]4[C:2]([Cl:1])=[CH:7][CH:6]=[CH:5][C:4]=4[Cl:8])[N:10]=[N:11][C:12]=3[CH:27]([CH3:29])[CH3:28])=[CH:17][CH:18]=2)=[CH:43][CH:44]=1. (2) Given the reactants C(OC([NH:11][CH2:12][CH2:13][CH2:14][CH2:15][C@H:16]([NH:27][C:28](=[O:43])[C:29]1[CH:34]=[CH:33][C:32]([C:35]([N:37]2[CH2:41][CH2:40][CH2:39][CH2:38]2)=[O:36])=[C:31]([CH3:42])[CH:30]=1)[C:17]1[NH:21][C:20]2[CH:22]=[CH:23][C:24]([Cl:26])=[CH:25][C:19]=2[N:18]=1)=O)C1C=CC=CC=1.I[Si](C)(C)C.CO, predict the reaction product. The product is: [NH2:11][CH2:12][CH2:13][CH2:14][CH2:15][C@H:16]([NH:27][C:28](=[O:43])[C:29]1[CH:34]=[CH:33][C:32]([C:35]([N:37]2[CH2:38][CH2:39][CH2:40][CH2:41]2)=[O:36])=[C:31]([CH3:42])[CH:30]=1)[C:17]1[NH:21][C:20]2[CH:22]=[CH:23][C:24]([Cl:26])=[CH:25][C:19]=2[N:18]=1. (3) The product is: [C:1]([NH:4][C:5]1[C:10]2=[N:11][C:12]([C:17]([NH:35][CH2:34][C:31]3[CH:32]=[CH:33][C:28]([F:27])=[CH:29][CH:30]=3)=[O:18])=[C:13]([OH:16])[C:14](=[O:15])[N:9]2[CH:8]=[C:7]([N:21]2[CH2:22][CH2:23][O:24][CH2:25][CH2:26]2)[CH:6]=1)(=[O:3])[CH3:2]. Given the reactants [C:1]([NH:4][C:5]1[C:10]2=[N:11][C:12]([C:17](OC)=[O:18])=[C:13]([OH:16])[C:14](=[O:15])[N:9]2[CH:8]=[C:7]([N:21]2[CH2:26][CH2:25][O:24][CH2:23][CH2:22]2)[CH:6]=1)(=[O:3])[CH3:2].[F:27][C:28]1[CH:33]=[CH:32][C:31]([CH2:34][NH2:35])=[CH:30][CH:29]=1, predict the reaction product.